Dataset: Catalyst prediction with 721,799 reactions and 888 catalyst types from USPTO. Task: Predict which catalyst facilitates the given reaction. (1) Reactant: [NH2:1][C:2]1[CH:11]=[CH:10][CH:9]=[C:8]2[C:3]=1[CH:4]=[CH:5][N:6]=[CH:7]2.[C:12]([O:16][C:17]([N:19]1[CH2:24][CH2:23][CH2:22][CH:21](N)[CH2:20]1)=[O:18])([CH3:15])([CH3:14])[CH3:13].[O-]S([O-])(=O)=O.[Na+].[Na+].[BH-](OC(C)=O)(OC(C)=O)OC(C)=O.[Na+].C([O-])([O-])=O.[K+].[K+]. Product: [C:12]([O:16][C:17]([N:19]1[CH2:24][CH2:23][CH2:22][CH:21]([NH:1][C:2]2[CH:11]=[CH:10][CH:9]=[C:8]3[C:3]=2[CH:4]=[CH:5][N:6]=[CH:7]3)[CH2:20]1)=[O:18])([CH3:15])([CH3:13])[CH3:14]. The catalyst class is: 52. (2) Reactant: [CH3:1][C:2]1[O:3][CH:4]=[CH:5][C:6]=1[C:7]1[C:12]([C:13]2[CH:18]=[CH:17][N:16]=[C:15]([CH3:19])[CH:14]=2)=[CH:11][N:10]=[C:9]([N:20]2[CH2:25][CH2:24][CH2:23][CH:22]([CH3:26])[CH2:21]2)[N:8]=1.[ClH:27]. Product: [ClH:27].[CH3:1][C:2]1[O:3][CH:4]=[CH:5][C:6]=1[C:7]1[C:12]([C:13]2[CH:18]=[CH:17][N:16]=[C:15]([CH3:19])[CH:14]=2)=[CH:11][N:10]=[C:9]([N:20]2[CH2:25][CH2:24][CH2:23][CH:22]([CH3:26])[CH2:21]2)[N:8]=1. The catalyst class is: 4.